From a dataset of Full USPTO retrosynthesis dataset with 1.9M reactions from patents (1976-2016). Predict the reactants needed to synthesize the given product. (1) The reactants are: [Cl:1][C:2]1[CH:9]=[C:8]([F:10])[CH:7]=[CH:6][C:3]=1[CH2:4]Cl.[CH:11]1([CH2:14][CH2:15][NH:16][C:17]([C:19]2[N:20]=[N:21][C:22]([N:25]3[CH2:30][CH2:29][NH:28][CH2:27][CH2:26]3)=[CH:23][CH:24]=2)=[O:18])[CH2:13][CH2:12]1. Given the product [CH:11]1([CH2:14][CH2:15][NH:16][C:17]([C:19]2[N:20]=[N:21][C:22]([N:25]3[CH2:30][CH2:29][N:28]([CH2:4][C:3]4[CH:6]=[CH:7][C:8]([F:10])=[CH:9][C:2]=4[Cl:1])[CH2:27][CH2:26]3)=[CH:23][CH:24]=2)=[O:18])[CH2:13][CH2:12]1, predict the reactants needed to synthesize it. (2) The reactants are: [Br:1][C:2]1[CH:7]=[C:6]([F:8])[CH:5]=[CH:4][C:3]=1/[C:9](=[N:11]/[S@:12]([C:14]([CH3:17])([CH3:16])[CH3:15])=[O:13])/C.[F:18][C:19]([Si](C)(C)C)([F:21])[F:20]. Given the product [Br:1][C:2]1[CH:7]=[C:6]([F:8])[CH:5]=[CH:4][C:3]=1[C@@H:9]([NH:11][S@:12]([C:14]([CH3:17])([CH3:16])[CH3:15])=[O:13])[C:19]([F:21])([F:20])[F:18], predict the reactants needed to synthesize it. (3) Given the product [Cl:1][C:2]1[C:10]2[C:9]([S:11][CH2:12][C:13]([OH:15])=[O:14])=[N:8][CH:7]=[N:6][C:5]=2[S:4][C:3]=1[CH:17]([CH3:19])[CH3:18], predict the reactants needed to synthesize it. The reactants are: [Cl:1][C:2]1[C:10]2[C:9]([S:11][CH2:12][C:13]([O:15]C)=[O:14])=[N:8][CH:7]=[N:6][C:5]=2[S:4][C:3]=1[CH:17]([CH3:19])[CH3:18].[OH-].[Na+]. (4) Given the product [Br:18][C:19]1[C:20]([Cl:29])=[CH:21][C:22]([F:28])=[C:23]([CH:27]=1)[C:24]([N:5]([C:4]1[CH:7]=[CH:8][CH:9]=[CH:10][C:3]=1[O:2][CH3:1])[CH3:6])=[O:25], predict the reactants needed to synthesize it. The reactants are: [CH3:1][O:2][C:3]1[CH:10]=[CH:9][CH:8]=[CH:7][C:4]=1[NH:5][CH3:6].C(N(CC)CC)C.[Br:18][C:19]1[C:20]([Cl:29])=[CH:21][C:22]([F:28])=[C:23]([CH:27]=1)[C:24](Cl)=[O:25]. (5) Given the product [Br:1][C:2]1[CH:3]=[N:4][CH:5]=[C:6]([Cl:17])[C:7]=1[N:8]1[CH2:13][CH2:12][CH:11]([C:14]([NH2:16])=[O:15])[CH2:10][CH2:9]1, predict the reactants needed to synthesize it. The reactants are: [Br:1][C:2]1[CH:3]=[N:4][CH:5]=[CH:6][C:7]=1[N:8]1[CH2:13][CH2:12][CH:11]([C:14]([NH2:16])=[O:15])[CH2:10][CH2:9]1.[Cl:17]N1C(=O)CCC1=O.ClC1C=NC=C(Cl)C=1N1CCC(C(N)=O)CC1. (6) Given the product [F:1][C:2]([F:11])([C:5]1[CH:6]=[CH:7][CH:8]=[CH:9][CH:10]=1)[CH:3]=[O:4], predict the reactants needed to synthesize it. The reactants are: [F:1][C:2]([F:11])([C:5]1[CH:10]=[CH:9][CH:8]=[CH:7][CH:6]=1)[CH2:3][OH:4].C1(CCCCOCCC=O)C=CC=CC=1.